This data is from NCI-60 drug combinations with 297,098 pairs across 59 cell lines. The task is: Regression. Given two drug SMILES strings and cell line genomic features, predict the synergy score measuring deviation from expected non-interaction effect. (1) Drug 1: CC1=CC2C(CCC3(C2CCC3(C(=O)C)OC(=O)C)C)C4(C1=CC(=O)CC4)C. Drug 2: C1=NNC2=C1C(=O)NC=N2. Cell line: SF-539. Synergy scores: CSS=-8.56, Synergy_ZIP=-0.891, Synergy_Bliss=-10.7, Synergy_Loewe=-10.8, Synergy_HSA=-10.8. (2) Drug 1: CN(CC1=CN=C2C(=N1)C(=NC(=N2)N)N)C3=CC=C(C=C3)C(=O)NC(CCC(=O)O)C(=O)O. Drug 2: CCN(CC)CCCC(C)NC1=C2C=C(C=CC2=NC3=C1C=CC(=C3)Cl)OC. Cell line: UACC-257. Synergy scores: CSS=34.1, Synergy_ZIP=-2.22, Synergy_Bliss=-0.0239, Synergy_Loewe=-44.6, Synergy_HSA=0.0476. (3) Synergy scores: CSS=-11.2, Synergy_ZIP=1.31, Synergy_Bliss=-11.3, Synergy_Loewe=-54.0, Synergy_HSA=-15.4. Drug 1: CN(C)C1=NC(=NC(=N1)N(C)C)N(C)C. Cell line: K-562. Drug 2: N.N.Cl[Pt+2]Cl.